From a dataset of Peptide-MHC class II binding affinity with 134,281 pairs from IEDB. Regression. Given a peptide amino acid sequence and an MHC pseudo amino acid sequence, predict their binding affinity value. This is MHC class II binding data. (1) The peptide sequence is QKRGIVKENIIDLTKI. The MHC is HLA-DPA10201-DPB11401 with pseudo-sequence HLA-DPA10201-DPB11401. The binding affinity (normalized) is 0.299. (2) The peptide sequence is YDKFLANVSTLLTGK. The MHC is DRB1_0701 with pseudo-sequence DRB1_0701. The binding affinity (normalized) is 0.770. (3) The peptide sequence is GELQIVGKIDAAFKI. The MHC is DRB1_0404 with pseudo-sequence DRB1_0404. The binding affinity (normalized) is 0.577. (4) The peptide sequence is RRMWASAQNISGAGW. The MHC is DRB1_0301 with pseudo-sequence DRB1_0301. The binding affinity (normalized) is 0.175. (5) The peptide sequence is AFILDGDVLFPKV. The MHC is HLA-DQA10501-DQB10201 with pseudo-sequence HLA-DQA10501-DQB10201. The binding affinity (normalized) is 0.588. (6) The peptide sequence is AAATAGTTVYGAFAY. The MHC is HLA-DQA10102-DQB10602 with pseudo-sequence HLA-DQA10102-DQB10602. The binding affinity (normalized) is 0.868.